Dataset: Catalyst prediction with 721,799 reactions and 888 catalyst types from USPTO. Task: Predict which catalyst facilitates the given reaction. Reactant: Br[C:2]1[C:3]([NH2:9])=[N:4][CH:5]=[C:6]([Cl:8])[CH:7]=1.[CH:10]([CH:12]1[CH2:17][CH2:16][CH2:15][CH2:14][CH2:13]1)=[CH2:11]. Product: [Cl:8][C:6]1[CH:7]=[C:2](/[CH:11]=[CH:10]/[CH:12]2[CH2:17][CH2:16][CH2:15][CH2:14][CH2:13]2)[C:3]([NH2:9])=[N:4][CH:5]=1. The catalyst class is: 81.